Dataset: Full USPTO retrosynthesis dataset with 1.9M reactions from patents (1976-2016). Task: Predict the reactants needed to synthesize the given product. (1) The reactants are: [F:1][C:2]([CH:14]1[CH2:19][CH2:18][N:17]([C:20]([NH:22][C:23]2[CH:24]=[N:25][N:26](C(OC(C)(C)C)=O)[CH:27]=2)=[O:21])[CH2:16][CH2:15]1)([S:4]([C:7]1[CH:12]=[CH:11][CH:10]=[C:9]([F:13])[CH:8]=1)(=[O:6])=[O:5])[CH3:3]. Given the product [F:1][C:2]([CH:14]1[CH2:19][CH2:18][N:17]([C:20]([NH:22][C:23]2[CH:27]=[N:26][NH:25][CH:24]=2)=[O:21])[CH2:16][CH2:15]1)([S:4]([C:7]1[CH:12]=[CH:11][CH:10]=[C:9]([F:13])[CH:8]=1)(=[O:5])=[O:6])[CH3:3], predict the reactants needed to synthesize it. (2) Given the product [Cl:2][C:3]1[CH:12]=[CH:11][C:10]2[N:9]=[CH:8][C:7]3[N:13]=[N:14][N:15]([CH:16]4[CH2:21][CH2:20][N:19]([C:24](=[O:25])[C@H:23]([OH:22])[CH3:27])[CH2:18][CH2:17]4)[C:6]=3[C:5]=2[N:4]=1, predict the reactants needed to synthesize it. The reactants are: Cl.[Cl:2][C:3]1[CH:12]=[CH:11][C:10]2[N:9]=[CH:8][C:7]3[N:13]=[N:14][N:15]([CH:16]4[CH2:21][CH2:20][NH:19][CH2:18][CH2:17]4)[C:6]=3[C:5]=2[N:4]=1.[OH:22][C@H:23]([CH3:27])[C:24](O)=[O:25].CN(C(ON1N=NC2C=CC=NC1=2)=[N+](C)C)C.F[P-](F)(F)(F)(F)F.CCN(C(C)C)C(C)C.